Dataset: Full USPTO retrosynthesis dataset with 1.9M reactions from patents (1976-2016). Task: Predict the reactants needed to synthesize the given product. (1) Given the product [Cl:1][C:2]1[CH:7]=[CH:6][C:5]([NH:8][C:9](=[O:21])[C:10]2[CH:15]=[CH:14][C:13]([C:16]([F:18])([F:17])[F:19])=[N:12][C:11]=2[CH3:20])=[CH:4][C:3]=1[C:36]1[CH:35]=[CH:34][C:33]([C:32]([F:41])([F:40])[F:31])=[CH:38][N:37]=1, predict the reactants needed to synthesize it. The reactants are: [Cl:1][C:2]1[CH:7]=[CH:6][C:5]([NH:8][C:9](=[O:21])[C:10]2[CH:15]=[CH:14][C:13]([C:16]([F:19])([F:18])[F:17])=[N:12][C:11]=2[CH3:20])=[CH:4][C:3]=1B1OC(C)(C)C(C)(C)O1.[F:31][C:32]([F:41])([F:40])[C:33]1[CH:34]=[CH:35][C:36](Br)=[N:37][CH:38]=1. (2) Given the product [F:1][C:2]1[CH:10]=[CH:9][C:8]([F:11])=[C:7]2[C:3]=1[C:4]([C:12]([OH:14])=[O:13])=[CH:5][N:6]2[CH2:17][C:18]1[CH:23]=[CH:22][C:21]([C:24]2[CH:25]=[N:26][N:27]([CH3:29])[CH:28]=2)=[CH:20][C:19]=1[F:30], predict the reactants needed to synthesize it. The reactants are: [F:1][C:2]1[CH:10]=[CH:9][C:8]([F:11])=[C:7]2[C:3]=1[C:4]([C:12]([O:14]C)=[O:13])=[CH:5][NH:6]2.Cl[CH2:17][C:18]1[CH:23]=[CH:22][C:21]([C:24]2[CH:25]=[N:26][N:27]([CH3:29])[CH:28]=2)=[CH:20][C:19]=1[F:30]. (3) Given the product [CH2:8]([O:15][C:16]1[CH:17]=[C:18]([C:30]2([C:31]#[N:32])[CH2:2][CH2:1]2)[CH:19]=[CH:20][C:21]=1[O:22][CH2:23][C:24]1[CH:29]=[CH:28][CH:27]=[CH:26][CH:25]=1)[C:9]1[CH:10]=[CH:11][CH:12]=[CH:13][CH:14]=1, predict the reactants needed to synthesize it. The reactants are: [C:1]1(C)C=CC=C[CH:2]=1.[CH2:8]([O:15][C:16]1[CH:17]=[C:18]([CH2:30][C:31]#[N:32])[CH:19]=[CH:20][C:21]=1[O:22][CH2:23][C:24]1[CH:29]=[CH:28][CH:27]=[CH:26][CH:25]=1)[C:9]1[CH:14]=[CH:13][CH:12]=[CH:11][CH:10]=1.BrCCCl. (4) Given the product [NH2:13][C:10]1[CH:11]=[C:6]([S:3]([N:2]([CH3:1])[C:19]2[CH:20]=[CH:21][CH:22]=[CH:23][CH:24]=2)(=[O:4])=[O:5])[CH:7]=[CH:8][C:9]=1[NH:15][CH3:28], predict the reactants needed to synthesize it. The reactants are: [CH3:1][N:2]([C:19]1[CH:24]=[CH:23][CH:22]=[CH:21][CH:20]=1)[S:3]([C:6](=O)[C:7]1C=[CH:11][C:10]([NH:13]C)=[C:9]([N+:15]([O-])=O)[CH:8]=1)(=[O:5])=[O:4].O.NN.[CH4:28]. (5) Given the product [I:20][C:17]1[CH:16]=[C:3]2[C:2](=[CH:19][CH:18]=1)[N:6]([C:7]1[CH:15]=[CH:14][C:10]([C:11]([OH:13])=[O:12])=[CH:9][CH:8]=1)[N:5]=[CH:4]2, predict the reactants needed to synthesize it. The reactants are: F[C:2]1[CH:19]=[CH:18][C:17]([I:20])=[CH:16][C:3]=1[CH:4]=[N:5][NH:6][C:7]1[CH:15]=[CH:14][C:10]([C:11]([OH:13])=[O:12])=[CH:9][CH:8]=1.CC(C)([O-])C.[K+].Cl.